Dataset: TCR-epitope binding with 47,182 pairs between 192 epitopes and 23,139 TCRs. Task: Binary Classification. Given a T-cell receptor sequence (or CDR3 region) and an epitope sequence, predict whether binding occurs between them. The epitope is FLNGSCGSV. The TCR CDR3 sequence is CASSNLGQGASYNSPLHF. Result: 1 (the TCR binds to the epitope).